Dataset: Catalyst prediction with 721,799 reactions and 888 catalyst types from USPTO. Task: Predict which catalyst facilitates the given reaction. (1) Reactant: [CH2:1]([N:8]([CH2:21][CH2:22][CH2:23][CH2:24][CH2:25][CH3:26])[C:9](=[O:20])[CH2:10][C:11]1[CH:16]=[CH:15][C:14]([OH:17])=[C:13]([O:18][CH3:19])[CH:12]=1)[C:2]1[CH:7]=[CH:6][CH:5]=[CH:4][CH:3]=1.[CH3:27][O:28][C:29](=[O:38])[C:30]1[CH:35]=[CH:34][CH:33]=[CH:32][C:31]=1[CH2:36]Br.C(=O)([O-])[O-].[K+].[K+]. Product: [CH2:1]([N:8]([CH2:21][CH2:22][CH2:23][CH2:24][CH2:25][CH3:26])[C:9](=[O:20])[CH2:10][C:11]1[CH:16]=[CH:15][C:14]([O:17][CH2:36][C:31]2[CH:32]=[CH:33][CH:34]=[CH:35][C:30]=2[C:29]([O:28][CH3:27])=[O:38])=[C:13]([O:18][CH3:19])[CH:12]=1)[C:2]1[CH:7]=[CH:6][CH:5]=[CH:4][CH:3]=1. The catalyst class is: 10. (2) Reactant: [F:1][C:2]1[CH:8]=[C:7]([O:9][C:10]2[C:11]3[N:18]([CH3:19])[CH:17]=[CH:16][C:12]=3[N:13]=[CH:14][N:15]=2)[CH:6]=[CH:5][C:3]=1[NH2:4].C(N(CC)CC)C.Cl[C:28](Cl)([O:30]C(=O)OC(Cl)(Cl)Cl)Cl.[CH2:39]([O:46][C:47]1[CH:53]=[CH:52][C:50]([NH2:51])=[CH:49][C:48]=1[C:54]([F:57])([F:56])[F:55])[C:40]1[CH:45]=[CH:44][CH:43]=[CH:42][CH:41]=1. Product: [CH2:39]([O:46][C:47]1[CH:53]=[CH:52][C:50]([NH:51][C:28]([NH:4][C:3]2[CH:5]=[CH:6][C:7]([O:9][C:10]3[C:11]4[N:18]([CH3:19])[CH:17]=[CH:16][C:12]=4[N:13]=[CH:14][N:15]=3)=[CH:8][C:2]=2[F:1])=[O:30])=[CH:49][C:48]=1[C:54]([F:55])([F:56])[F:57])[C:40]1[CH:41]=[CH:42][CH:43]=[CH:44][CH:45]=1. The catalyst class is: 7. (3) Reactant: C(O)(C(F)(F)F)=O.CC([N:12]([CH2:16][CH2:17][CH2:18][C:19]1[CH:24]=[CH:23][CH:22]=[C:21]([NH:25][C:26]2[C:27]3[C:47](=[O:48])[NH:46][CH:45]=[CH:44][C:28]=3[N:29]=[C:30]([NH:32][CH2:33][CH2:34][CH2:35][NH:36]C(OC(C)(C)C)=O)[N:31]=2)[CH:20]=1)C(=O)[O-])(C)C. Product: [NH2:36][CH2:35][CH2:34][CH2:33][NH:32][C:30]1[N:31]=[C:26]([NH:25][C:21]2[CH:22]=[CH:23][CH:24]=[C:19]([CH2:18][CH2:17][CH2:16][NH2:12])[CH:20]=2)[C:27]2[C:47](=[O:48])[NH:46][CH:45]=[CH:44][C:28]=2[N:29]=1. The catalyst class is: 4.